Dataset: Full USPTO retrosynthesis dataset with 1.9M reactions from patents (1976-2016). Task: Predict the reactants needed to synthesize the given product. (1) Given the product [NH2:8][C:9]1[CH:18]=[C:17]([F:19])[C:12]([C:13]([O:15][CH3:16])=[O:14])=[C:11]([Cl:20])[CH:10]=1, predict the reactants needed to synthesize it. The reactants are: C(OC([NH:8][C:9]1[CH:18]=[C:17]([F:19])[C:12]([C:13]([O:15][CH3:16])=[O:14])=[C:11]([Cl:20])[CH:10]=1)=O)(C)(C)C.C(O)(C(F)(F)F)=O. (2) Given the product [CH:15]([C@H:11]1[CH2:12][CH2:13][CH2:14][N:10]1[C:8]([O:7][C:3]([CH3:6])([CH3:5])[CH3:4])=[O:9])=[CH2:17], predict the reactants needed to synthesize it. The reactants are: [H-].[Na+].[C:3]([O:7][C:8]([N:10]1[CH2:14][CH2:13][CH2:12][C@@H:11]1[CH:15]=O)=[O:9])([CH3:6])([CH3:5])[CH3:4].[CH3:17]S(C)=O.